Task: Predict the reactants needed to synthesize the given product.. Dataset: Full USPTO retrosynthesis dataset with 1.9M reactions from patents (1976-2016) Given the product [F:1][C:2]1[CH:3]=[CH:4][C:5]([C:8]2[C:20]([C:21]3[CH:22]=[CH:23][N:29]=[C:30]([NH2:32])[N:31]=3)=[C:11]3[CH:12]=[CH:13][C:14]([C:16]([F:17])([F:19])[F:18])=[CH:15][N:10]3[N:9]=2)=[CH:6][CH:7]=1, predict the reactants needed to synthesize it. The reactants are: [F:1][C:2]1[CH:7]=[CH:6][C:5]([C:8]2[C:20]([C:21](=O)[CH:22]=[CH:23]N(C)C)=[C:11]3[CH:12]=[CH:13][C:14]([C:16]([F:19])([F:18])[F:17])=[CH:15][N:10]3[N:9]=2)=[CH:4][CH:3]=1.Cl.[NH2:29][C:30]([NH2:32])=[NH2+:31].[O-]CC.[Na+].NC(N)=N.